Dataset: NCI-60 drug combinations with 297,098 pairs across 59 cell lines. Task: Regression. Given two drug SMILES strings and cell line genomic features, predict the synergy score measuring deviation from expected non-interaction effect. (1) Drug 1: CC(C)(C#N)C1=CC(=CC(=C1)CN2C=NC=N2)C(C)(C)C#N. Drug 2: C(CN)CNCCSP(=O)(O)O. Cell line: SF-539. Synergy scores: CSS=-6.61, Synergy_ZIP=7.17, Synergy_Bliss=8.99, Synergy_Loewe=4.25, Synergy_HSA=3.47. (2) Drug 1: CC1=CC=C(C=C1)C2=CC(=NN2C3=CC=C(C=C3)S(=O)(=O)N)C(F)(F)F. Drug 2: CC1=C(C(=O)C2=C(C1=O)N3CC4C(C3(C2COC(=O)N)OC)N4)N. Cell line: SF-295. Synergy scores: CSS=47.6, Synergy_ZIP=-0.567, Synergy_Bliss=-0.202, Synergy_Loewe=-44.2, Synergy_HSA=-2.33.